This data is from Forward reaction prediction with 1.9M reactions from USPTO patents (1976-2016). The task is: Predict the product of the given reaction. Given the reactants [C:1]([O:5][C:6]([NH:8][C:9]1[CH:14]=[C:13]([O:15][C:16]2[CH:17]=[C:18]([CH2:22][CH2:23][C:24]([O:26]C)=[O:25])[CH:19]=[CH:20][CH:21]=2)[CH:12]=[CH:11][N:10]=1)=[O:7])([CH3:4])([CH3:3])[CH3:2].[OH-].[Na+], predict the reaction product. The product is: [C:1]([O:5][C:6]([NH:8][C:9]1[CH:14]=[C:13]([O:15][C:16]2[CH:17]=[C:18]([CH2:22][CH2:23][C:24]([OH:26])=[O:25])[CH:19]=[CH:20][CH:21]=2)[CH:12]=[CH:11][N:10]=1)=[O:7])([CH3:4])([CH3:2])[CH3:3].